Dataset: Reaction yield outcomes from USPTO patents with 853,638 reactions. Task: Predict the reaction yield, written as a fraction of the theoretical maximum amount of product (1.0 means a 100% yield; for example, 0.34 means a 34% yield). (1) The reactants are [CH3:1][C:2]1[S:10][C:9]2[C:4](=[CH:5][CH:6]=[CH:7][CH:8]=2)[CH:3]=1.[O-:11][S:12]([C:15]([F:18])([F:17])[F:16])(=[O:14])=[O:13].[C:19]1([I+]C2C=CC=CC=2)[CH:24]=[CH:23][CH:22]=[CH:21][CH:20]=1.C(OCC)C. The catalyst is O.C([O-])(=O)C1C=CC=CC=1.[Cu+2].C([O-])(=O)C1C=CC=CC=1. The product is [O-:14][S:12]([C:15]([F:18])([F:17])[F:16])(=[O:13])=[O:11].[C:19]1([S+:10]2[C:9]3[CH:8]=[CH:7][CH:6]=[CH:5][C:4]=3[CH:3]=[C:2]2[CH3:1])[CH:24]=[CH:23][CH:22]=[CH:21][CH:20]=1. The yield is 0.760. (2) The reactants are [Cl:1][C:2]1[CH:3]=[C:4]2[C:10]([C:11]3[N:16]=[C:15]([NH:17][C@H:18]4[CH2:22][CH2:21][N:20]([S:23]([CH3:26])(=[O:25])=[O:24])[CH2:19]4)[C:14]([F:27])=[CH:13][N:12]=3)=[CH:9][NH:8][C:5]2=[N:6][CH:7]=1.[CH:28]1(S(Cl)(=O)=O)[CH2:32]C[CH2:30][CH2:29]1. No catalyst specified. The product is [Cl:1][C:2]1[CH:3]=[C:4]2[C:10]([C:11]3[N:16]=[C:15]([NH:17][C@H:18]4[CH2:22][CH2:21][N:20]([S:23]([CH:26]5[CH2:30][CH2:29][CH2:28][CH2:32]5)(=[O:24])=[O:25])[CH2:19]4)[C:14]([F:27])=[CH:13][N:12]=3)=[CH:9][NH:8][C:5]2=[N:6][CH:7]=1. The yield is 0.200. (3) The reactants are [N:1]1([CH2:7][C:8]2[CH:13]=[CH:12][C:11]([OH:14])=[CH:10][CH:9]=2)[CH2:6][CH2:5][CH2:4][CH2:3][CH2:2]1.[CH2:15]([N:17]([CH2:21][CH3:22])[CH2:18][CH2:19]O)[CH3:16].C1(P(C2C=CC=CC=2)C2C=CC=CC=2)C=CC=CC=1.CC(OC(/N=N/C(OC(C)(C)C)=O)=O)(C)C.[CH2:58]([Cl:60])[Cl:59]. No catalyst specified. The product is [NH3:1].[CH2:58]([Cl:60])[Cl:59].[CH2:15]([N:17]([CH2:21][CH3:22])[CH2:18][CH2:19][O:14][C:11]1[CH:10]=[CH:9][C:8]([CH2:7][N:1]2[CH2:6][CH2:5][CH2:4][CH2:3][CH2:2]2)=[CH:13][CH:12]=1)[CH3:16]. The yield is 0.0300.